From a dataset of Full USPTO retrosynthesis dataset with 1.9M reactions from patents (1976-2016). Predict the reactants needed to synthesize the given product. (1) Given the product [CH:27]1([CH2:26][O:25][C:15]2[N:14]=[C:13]([C:11]([NH:10][CH2:9][CH:4]([CH2:5][CH:6]([CH3:7])[CH3:8])[C:3]([OH:30])=[O:2])=[O:12])[CH:18]=[CH:17][C:16]=2[N:19]2[CH2:22][C:21]([F:23])([F:24])[CH2:20]2)[CH2:29][CH2:28]1, predict the reactants needed to synthesize it. The reactants are: C[O:2][C:3](=[O:30])[CH:4]([CH2:9][NH:10][C:11]([C:13]1[CH:18]=[CH:17][C:16]([N:19]2[CH2:22][C:21]([F:24])([F:23])[CH2:20]2)=[C:15]([O:25][CH2:26][CH:27]2[CH2:29][CH2:28]2)[N:14]=1)=[O:12])[CH2:5][CH:6]([CH3:8])[CH3:7].[OH-].[Li+]. (2) Given the product [CH3:1][O:2][C:3](=[O:45])[CH2:4][C@@H:5]([C:9]1[CH:14]=[CH:13][C:12]([O:15][CH2:16][C:17]2[CH2:44][CH2:43][CH2:42][C@@:19]3([CH2:23][C@H:22]([OH:24])[CH2:21][CH2:20]3)[CH:18]=2)=[CH:11][CH:10]=1)[C:6]#[C:7][CH3:8], predict the reactants needed to synthesize it. The reactants are: [CH3:1][O:2][C:3](=[O:45])[CH2:4][C@@H:5]([C:9]1[CH:14]=[CH:13][C:12]([O:15][CH2:16][C:17]2[CH2:44][CH2:43][CH2:42][C@@:19]3([CH2:23][C@H:22]([O:24][Si](C(C)(C)C)(C4C=CC=CC=4)C4C=CC=CC=4)[CH2:21][CH2:20]3)[CH:18]=2)=[CH:11][CH:10]=1)[C:6]#[C:7][CH3:8].[F-].C([N+](CCCC)(CCCC)CCCC)CCC.O. (3) Given the product [CH3:12][N:13]([CH3:15])/[CH:14]=[CH:1]/[C:2]1[CH:9]=[N:8][CH:7]=[CH:6][C:3]=1[C:4]#[N:5], predict the reactants needed to synthesize it. The reactants are: [CH3:1][C:2]1[CH:9]=[N:8][CH:7]=[CH:6][C:3]=1[C:4]#[N:5].CO[CH:12](OC)[N:13]([CH3:15])[CH3:14]. (4) The reactants are: [NH2:1][C:2]1[CH:3]=[C:4]([C:8]2[N:9]=[C:10]([C:13]3[C:14]([NH2:19])=[N:15][CH:16]=[N:17][CH:18]=3)[S:11][CH:12]=2)[CH:5]=[CH:6][CH:7]=1.O1CCCC1.[C:25]1([CH3:34])[CH:30]=[CH:29][CH:28]=[C:27]([N:31]=[C:32]=[O:33])[CH:26]=1. Given the product [NH2:19][C:14]1[C:13]([C:10]2[S:11][CH:12]=[C:8]([C:4]3[CH:3]=[C:2]([NH:1][C:32]([NH:31][C:27]4[CH:26]=[C:25]([CH3:34])[CH:30]=[CH:29][CH:28]=4)=[O:33])[CH:7]=[CH:6][CH:5]=3)[N:9]=2)=[CH:18][N:17]=[CH:16][N:15]=1, predict the reactants needed to synthesize it. (5) Given the product [Br:13][C:14]1[CH:19]=[CH:18][C:17]([C:2]2[NH:3][C:4]3[C:9]([C:10]=2[CH:11]=[O:12])=[CH:8][CH:7]=[CH:6][CH:5]=3)=[CH:16][C:15]=1[F:23], predict the reactants needed to synthesize it. The reactants are: Br[C:2]1[NH:3][C:4]2[C:9]([C:10]=1[CH:11]=[O:12])=[CH:8][CH:7]=[CH:6][CH:5]=2.[Br:13][C:14]1[CH:19]=[CH:18][C:17](B(O)O)=[CH:16][C:15]=1[F:23]. (6) Given the product [C:1]([C:5]1[N:6]=[C:7]([N:16]2[CH2:20][CH2:19][C:18]([F:21])([F:22])[CH2:17]2)[C:8]2[C:9](=[N:11][N:12]([CH2:14][C:15]3[CH:44]=[CH:45][CH:46]=[C:47]([Cl:51])[CH:48]=3)[N:13]=2)[N:10]=1)([CH3:2])([CH3:3])[CH3:4], predict the reactants needed to synthesize it. The reactants are: [C:1]([C:5]1[N:6]=[C:7]([N:16]2[CH2:20][CH2:19][C:18]([F:22])([F:21])[CH2:17]2)[C:8]2[C:9](=[N:11][N:12]([CH2:14][CH3:15])[N:13]=2)[N:10]=1)([CH3:4])([CH3:3])[CH3:2].C(C1N=C(N2CCC(F)(F)C2)C2N=NNC=2N=1)(C)(C)C.Br[CH2:44][C:45]1C=C[CH:48]=[C:47]([Cl:51])[CH:46]=1. (7) Given the product [Cl:3][C:4]1[CH:9]=[CH:8][CH:7]=[CH:6][C:5]=1[CH2:10][C:11]1[N:22]([C:19]2[CH:20]=[CH:21][C:16]([F:15])=[CH:17][CH:18]=2)[C:23](=[S:24])[NH:14][N:13]=1, predict the reactants needed to synthesize it. The reactants are: [OH-].[Na+].[Cl:3][C:4]1[CH:9]=[CH:8][CH:7]=[CH:6][C:5]=1[CH2:10][C:11]([NH:13][NH2:14])=O.[F:15][C:16]1[CH:21]=[CH:20][C:19]([N:22]=[C:23]=[S:24])=[CH:18][CH:17]=1.